From a dataset of Catalyst prediction with 721,799 reactions and 888 catalyst types from USPTO. Predict which catalyst facilitates the given reaction. (1) Reactant: [H-].[Na+].[CH3:3][C:4]([C:6]1[CH:11]=[CH:10][CH:9]=[C:8]([I:12])[CH:7]=1)=[O:5].[C:13](OC)(=[O:18])[C:14]([O:16][CH3:17])=[O:15].Cl. Product: [CH3:17][O:16][C:14](=[O:15])[C:13](=[O:18])[CH2:3][C:4]([C:6]1[CH:11]=[CH:10][CH:9]=[C:8]([I:12])[CH:7]=1)=[O:5]. The catalyst class is: 39. (2) Reactant: [NH2:1][C:2]1[CH:3]=[CH:4][CH:5]=[C:6]2[C:11]=1[CH:10]=[C:9]([O:12][C:13]1[CH:14]=[CH:15][C:16]3[N:20]=[C:19]([CH2:21][O:22][C:23]4[CH:36]=[CH:35][C:26]([CH2:27][CH:28]5[S:32][C:31](=[O:33])[NH:30][C:29]5=[O:34])=[CH:25][CH:24]=4)[N:18]([CH3:37])[C:17]=3[CH:38]=1)[CH:8]=[CH:7]2.[C:39]12([N:49]=[C:50]=[O:51])[CH2:48][CH:43]3[CH2:44][CH:45]([CH2:47][CH:41]([CH2:42]3)[CH2:40]1)[CH2:46]2. Product: [C:39]12([NH:49][C:50]([NH:1][C:2]3[C:11]4[C:6](=[CH:7][CH:8]=[C:9]([O:12][C:13]5[CH:14]=[CH:15][C:16]6[N:20]=[C:19]([CH2:21][O:22][C:23]7[CH:24]=[CH:25][C:26]([CH2:27][CH:28]8[S:32][C:31](=[O:33])[NH:30][C:29]8=[O:34])=[CH:35][CH:36]=7)[N:18]([CH3:37])[C:17]=6[CH:38]=5)[CH:10]=4)[CH:5]=[CH:4][CH:3]=3)=[O:51])[CH2:48][CH:43]3[CH2:44][CH:45]([CH2:47][CH:41]([CH2:42]3)[CH2:40]1)[CH2:46]2. The catalyst class is: 9. (3) Reactant: [F:1][C:2]1[CH:3]=[CH:4][C:5]([OH:16])=[N:6][C:7]=1[NH:8][CH2:9][CH:10]1[CH2:15][CH2:14][O:13][CH2:12][CH2:11]1.C(N(CC)CC)C.[F:24][C:25]([F:38])([F:37])[S:26](O[S:26]([C:25]([F:38])([F:37])[F:24])(=[O:28])=[O:27])(=[O:28])=[O:27].C([O-])(O)=O.[Na+]. Product: [F:24][C:25]([F:38])([F:37])[S:26]([O:16][C:5]1[CH:4]=[CH:3][C:2]([F:1])=[C:7]([NH:8][CH2:9][CH:10]2[CH2:15][CH2:14][O:13][CH2:12][CH2:11]2)[N:6]=1)(=[O:28])=[O:27]. The catalyst class is: 2. (4) Reactant: C(OC([N:8]1[CH2:13][CH2:12][CH:11]([O:14][C:15]2[C:16]([F:26])=[C:17]3[C:22](=[CH:23][C:24]=2[F:25])[CH:21]=[N:20][CH:19]=[CH:18]3)[CH2:10][CH2:9]1)=O)(C)(C)C. Product: [F:26][C:16]1[C:15]([O:14][CH:11]2[CH2:10][CH2:9][NH:8][CH2:13][CH2:12]2)=[C:24]([F:25])[CH:23]=[C:22]2[C:17]=1[CH:18]=[CH:19][N:20]=[CH:21]2. The catalyst class is: 5. (5) Reactant: [C:1]([O:5][C:6]([NH:8][C:9]([CH3:14])([C:11]([OH:13])=[O:12])[CH3:10])=[O:7])([CH3:4])([CH3:3])[CH3:2].C(=O)([O-])[O-].[Cs+:19].[Cs+]. Product: [C:1]([O:5][C:6]([NH:8][C:9]([CH3:14])([CH3:10])[C:11]([O-:13])=[O:12])=[O:7])([CH3:4])([CH3:2])[CH3:3].[Cs+:19]. The catalyst class is: 24. (6) Reactant: [C:1]([C:5]1[CH:6]=[C:7]([N:15]2[C:19]([C:20]([CH:22]3[CH2:27][CH2:26][CH2:25][CH2:24][CH2:23]3)=[O:21])=[C:18]([CH3:28])[C:17]([C:29](O)=[O:30])=[CH:16]2)[CH:8]=[C:9]([C:11]2([CH3:14])[CH2:13][CH2:12]2)[CH:10]=1)([CH3:4])([CH3:3])[CH3:2].Cl.[NH2:33][C@H:34]1[CH2:37][C@H:36]([C:38]([O:40][CH3:41])=[O:39])[CH2:35]1.CN(C(ON1N=NC2C=CC=NC1=2)=[N+](C)C)C.F[P-](F)(F)(F)(F)F.CCN(C(C)C)C(C)C. Product: [C:1]([C:5]1[CH:6]=[C:7]([N:15]2[C:19]([C:20]([CH:22]3[CH2:27][CH2:26][CH2:25][CH2:24][CH2:23]3)=[O:21])=[C:18]([CH3:28])[C:17]([C:29]([NH:33][C@H:34]3[CH2:37][C@H:36]([C:38]([O:40][CH3:41])=[O:39])[CH2:35]3)=[O:30])=[CH:16]2)[CH:8]=[C:9]([C:11]2([CH3:14])[CH2:13][CH2:12]2)[CH:10]=1)([CH3:3])([CH3:2])[CH3:4]. The catalyst class is: 3.